From a dataset of Forward reaction prediction with 1.9M reactions from USPTO patents (1976-2016). Predict the product of the given reaction. Given the reactants C[O:2][C:3](=[O:45])[C:4]1[CH:9]=[CH:8][C:7]([O:10][C:11]2[CH:16]=[CH:15][C:14]([CH2:17][C@@H:18]([C:28]3[N:29]([CH2:41][CH2:42][CH2:43][CH3:44])[CH:30]=[C:31]([C:33]4[CH:38]=[CH:37][C:36]([Cl:39])=[CH:35][C:34]=4[Cl:40])[N:32]=3)[NH:19][C:20](=[O:27])[CH2:21][CH2:22][CH2:23][C:24](O)=[O:25])=[CH:13][CH:12]=2)=[CH:6][CH:5]=1.[CH3:46][O:47][C:48]1[CH:55]=[CH:54][C:51]([CH2:52][NH2:53])=[CH:50][CH:49]=1, predict the reaction product. The product is: [CH2:41]([N:29]1[CH:30]=[C:31]([C:33]2[CH:38]=[CH:37][C:36]([Cl:39])=[CH:35][C:34]=2[Cl:40])[N:32]=[C:28]1[C@@H:18]([NH:19][C:20](=[O:27])[CH2:21][CH2:22][CH2:23][C:24](=[O:25])[NH:53][CH2:52][C:51]1[CH:54]=[CH:55][C:48]([O:47][CH3:46])=[CH:49][CH:50]=1)[CH2:17][C:14]1[CH:15]=[CH:16][C:11]([O:10][C:7]2[CH:8]=[CH:9][C:4]([C:3]([OH:45])=[O:2])=[CH:5][CH:6]=2)=[CH:12][CH:13]=1)[CH2:42][CH2:43][CH3:44].